Dataset: Full USPTO retrosynthesis dataset with 1.9M reactions from patents (1976-2016). Task: Predict the reactants needed to synthesize the given product. (1) The reactants are: [NH:1]1[C:9]2[C:4](=[CH:5][CH:6]=[CH:7][CH:8]=2)[C:3]([CH2:10][C@@H:11]([NH:23]C(=O)OC(C)(C)C)[C:12]2[NH:13][CH:14]=[C:15]([C:17]3[CH:22]=[CH:21][CH:20]=[CH:19][CH:18]=3)[N:16]=2)=[CH:2]1.C(O)(C(F)(F)F)=O.[C:38]([O:42][C:43]([N:45]1[CH2:49][CH2:48][CH2:47][C@H:46]1[CH:50]=O)=[O:44])([CH3:41])([CH3:40])[CH3:39]. Given the product [C:17]1([C:15]2[N:16]=[C:12]([C@H:11]3[CH2:10][C:3]4[C:4]5[C:9](=[CH:8][CH:7]=[CH:6][CH:5]=5)[NH:1][C:2]=4[CH:50]([C@@H:46]4[CH2:47][CH2:48][CH2:49][N:45]4[C:43]([O:42][C:38]([CH3:41])([CH3:40])[CH3:39])=[O:44])[NH:23]3)[NH:13][CH:14]=2)[CH:18]=[CH:19][CH:20]=[CH:21][CH:22]=1, predict the reactants needed to synthesize it. (2) Given the product [CH2:1]([O:3][C:4]1[CH:5]=[C:6]([F:36])[C:7]([CH2:8][N:9]2[C:17]3[C:12](=[CH:13][CH:14]=[CH:15][CH:16]=3)[C:11]([C:18]3[N:23]=[C:22]([NH:24][C:25]4[CH:30]=[CH:29][N:28]=[CH:27][CH:26]=4)[C:21]([OH:31])=[CH:20][N:19]=3)=[N:10]2)=[C:33]([F:35])[CH:34]=1)[CH3:2], predict the reactants needed to synthesize it. The reactants are: [CH2:1]([O:3][C:4]1[CH:34]=[C:33]([F:35])[C:7]([CH2:8][N:9]2[C:17]3[C:12](=[CH:13][CH:14]=[CH:15][CH:16]=3)[C:11]([C:18]3[N:23]=[C:22]([NH:24][C:25]4[CH:30]=[CH:29][N:28]=[CH:27][CH:26]=4)[C:21]([O:31]C)=[CH:20][N:19]=3)=[N:10]2)=[C:6]([F:36])[CH:5]=1)[CH3:2].C(=O)([O-])[O-].[K+].[K+].C1(S)C=CC=CC=1.[Cl-].[NH4+]. (3) Given the product [C:27]1([C:30]2[CH:31]=[CH:32][CH:33]=[CH:34][CH:35]=2)[CH:28]=[CH:29][C:24]([C:15]([NH:11][CH3:8])([CH3:23])[CH2:16][N:17]2[CH2:21][CH2:20][CH2:19][CH2:18]2)=[CH:25][CH:26]=1, predict the reactants needed to synthesize it. The reactants are: [H-].[H-].[H-].[H-].[Li+].[Al+3].C[C:8]([N:11]([C:15]([C:24]1[CH:29]=[CH:28][C:27]([C:30]2[CH:35]=[CH:34][CH:33]=[CH:32][CH:31]=2)=[CH:26][CH:25]=1)([CH3:23])[C:16](=O)[N:17]1[CH2:21][CH2:20][CH2:19][CH2:18]1)C(=O)[O-])(C)C.O.[F-].[Na+]. (4) Given the product [CH:14](=[N:9][CH2:8][CH2:7][CH2:6][P:5]([CH2:10][CH:11]([CH3:13])[CH3:12])[CH2:1][CH:2]([CH3:3])[CH3:4])[C:15]1[CH:20]=[CH:19][CH:18]=[CH:17][CH:16]=1, predict the reactants needed to synthesize it. The reactants are: [CH2:1]([P:5]([CH2:10][CH:11]([CH3:13])[CH3:12])[CH2:6][CH2:7][CH2:8][NH2:9])[CH:2]([CH3:4])[CH3:3].[CH:14](=O)[C:15]1[CH:20]=[CH:19][CH:18]=[CH:17][CH:16]=1. (5) Given the product [I:1][C:2]1[CH:10]=[CH:9][CH:8]=[CH:7][C:3]=1[C:4]([NH:15][C:16]1[CH:17]=[C:18]([N:22]2[C:28](=[O:29])[CH2:27][C:26](=[O:30])[NH:25][C:24]3[C:31]4[C:36]([CH:37]=[CH:38][C:23]2=3)=[CH:35][CH:34]=[CH:33][CH:32]=4)[CH:19]=[CH:20][CH:21]=1)=[O:6], predict the reactants needed to synthesize it. The reactants are: [I:1][C:2]1[CH:10]=[CH:9][CH:8]=[CH:7][C:3]=1[C:4]([OH:6])=O.S(Cl)(Cl)=O.[NH2:15][C:16]1[CH:17]=[C:18]([N:22]2[C:28](=[O:29])[CH2:27][C:26](=[O:30])[NH:25][C:24]3[C:31]4[C:36]([CH:37]=[CH:38][C:23]2=3)=[CH:35][CH:34]=[CH:33][CH:32]=4)[CH:19]=[CH:20][CH:21]=1.